From a dataset of Full USPTO retrosynthesis dataset with 1.9M reactions from patents (1976-2016). Predict the reactants needed to synthesize the given product. (1) Given the product [Cl:3][C:4]1[CH:9]=[C:8]([O:26][C:16]2[C:17]([C:19]3[CH:24]=[CH:23][CH:22]=[C:21]([CH3:25])[N:20]=3)=[N:18][C:13]([CH2:11][CH3:12])=[CH:14][CH:15]=2)[CH:7]=[CH:6][N:5]=1, predict the reactants needed to synthesize it. The reactants are: [H-].[Na+].[Cl:3][C:4]1[CH:9]=[C:8](Cl)[CH:7]=[CH:6][N:5]=1.[CH2:11]([C:13]1[N:18]=[C:17]([C:19]2[CH:24]=[CH:23][CH:22]=[C:21]([CH3:25])[N:20]=2)[C:16]([OH:26])=[CH:15][CH:14]=1)[CH3:12]. (2) Given the product [Br:1][C:2]1[CH:7]=[C:6]([F:8])[C:5]([CH3:9])=[CH:4][C:3]=1[C:10]([O:13][CH2:15][O:16][CH2:17][CH3:18])([CH3:11])[CH3:12], predict the reactants needed to synthesize it. The reactants are: [Br:1][C:2]1[CH:7]=[C:6]([F:8])[C:5]([CH3:9])=[CH:4][C:3]=1[C:10]([OH:13])([CH3:12])[CH3:11].Cl[CH2:15][O:16][CH2:17][CH3:18].O.